This data is from Forward reaction prediction with 1.9M reactions from USPTO patents (1976-2016). The task is: Predict the product of the given reaction. (1) Given the reactants [H-].[Na+].[CH2:3](P(=O)(OCC)OCC)[C:4]1[CH:9]=[CH:8][CH:7]=[CH:6][CH:5]=1.[N+:18]([C:21]1[CH:22]=[C:23]([CH:26]=[CH:27][CH:28]=1)[CH:24]=O)([O-:20])=[O:19].Cl, predict the reaction product. The product is: [N+:18]([C:21]1[CH:22]=[C:23](/[CH:24]=[CH:3]/[C:4]2[CH:5]=[CH:6][CH:7]=[CH:8][CH:9]=2)[CH:26]=[CH:27][CH:28]=1)([O-:20])=[O:19]. (2) The product is: [CH3:54][S:55]([CH2:2][CH2:3][CH2:4][O:5][C:6]1[CH:7]=[C:8]([C:12]2[C:13]3[NH:17][C:16]([CH:18]=[C:19]4[N:46]=[C:22]([C:23]([C:35]5[CH:40]=[CH:39][CH:38]=[C:37]([O:41][CH2:42][CH2:43][CH2:44][S:55]([CH3:54])(=[O:57])=[O:56])[CH:36]=5)=[C:24]5[NH:34][C:27](=[CH:28][C:29]6[CH:30]=[CH:31][C:32]=2[N:33]=6)[CH:26]=[CH:25]5)[CH:21]=[CH:20]4)=[CH:15][CH:14]=3)[CH:9]=[CH:10][CH:11]=1)(=[O:57])=[O:56]. Given the reactants O[CH2:2][CH2:3][CH2:4][O:5][C:6]1[CH:7]=[C:8]([C:12]2[C:13]3[NH:17][C:16]([CH:18]=[C:19]4[N:46]=[C:22]([C:23]([C:35]5[CH:40]=[CH:39][CH:38]=[C:37]([O:41][CH2:42][CH2:43][CH2:44]O)[CH:36]=5)=[C:24]5[NH:34][C:27](=[CH:28][C:29]6[CH:30]=[CH:31][C:32]=2[N:33]=6)[CH:26]=[CH:25]5)[CH:21]=[CH:20]4)=[CH:15][CH:14]=3)[CH:9]=[CH:10][CH:11]=1.C(N(CC)CC)C.[CH3:54][S:55](Cl)(=[O:57])=[O:56], predict the reaction product. (3) Given the reactants [C:1]([CH2:4][C:5]1[C:9]2[C:10]([C:16](=[O:26])[CH2:17][C:18]3[C:23]([Cl:24])=[CH:22][N:21]=[CH:20][C:19]=3[Cl:25])=[CH:11][CH:12]=[C:13]([O:14][CH3:15])[C:8]=2[O:7][CH:6]=1)([OH:3])=[O:2].[CH2:27](O)[CH2:28][C:29]1[CH:34]=[CH:33][CH:32]=[CH:31][CH:30]=1, predict the reaction product. The product is: [Cl:24][C:23]1[CH:22]=[N:21][CH:20]=[C:19]([Cl:25])[C:18]=1[CH2:17][C:16]([C:10]1[C:9]2[C:5]([CH2:4][C:1]([O:3][CH2:27][CH2:28][C:29]3[CH:34]=[CH:33][CH:32]=[CH:31][CH:30]=3)=[O:2])=[CH:6][O:7][C:8]=2[C:13]([O:14][CH3:15])=[CH:12][CH:11]=1)=[O:26]. (4) Given the reactants [C:1]([O:5][C:6]([N:8]([CH3:56])[C@@H:9]([CH3:55])[C:10]([NH:12][C@@H:13]([C:51]([CH3:54])([CH3:53])[CH3:52])[C:14]([N:16]1[C@H:25]([C:26](=[O:38])[NH:27][C@H:28]2[C:37]3[C:32](=[CH:33][CH:34]=[CH:35][CH:36]=3)[CH2:31][CH2:30][CH2:29]2)[CH2:24][C:23]2[C:18](=[CH:19][C:20]([C:39]#[C:40][C:41]3[CH:50]=[CH:49][C:44]([C:45]([O:47]C)=[O:46])=[CH:43][CH:42]=3)=[CH:21][CH:22]=2)[CH2:17]1)=[O:15])=[O:11])=[O:7])([CH3:4])([CH3:3])[CH3:2].[OH-].[Li+].[OH-].[Li+].O.Cl, predict the reaction product. The product is: [C:1]([O:5][C:6]([N:8]([CH3:56])[C@@H:9]([CH3:55])[C:10]([NH:12][C@@H:13]([C:51]([CH3:54])([CH3:53])[CH3:52])[C:14]([N:16]1[C@H:25]([C:26](=[O:38])[NH:27][C@H:28]2[C:37]3[C:32](=[CH:33][CH:34]=[CH:35][CH:36]=3)[CH2:31][CH2:30][CH2:29]2)[CH2:24][C:23]2[C:18](=[CH:19][C:20]([C:39]#[C:40][C:41]3[CH:50]=[CH:49][C:44]([C:45]([OH:47])=[O:46])=[CH:43][CH:42]=3)=[CH:21][CH:22]=2)[CH2:17]1)=[O:15])=[O:11])=[O:7])([CH3:4])([CH3:3])[CH3:2]. (5) Given the reactants [NH:1]1[C:5]2[CH:6]=[CH:7][CH:8]=[CH:9][C:4]=2[N:3]=[C:2]1[C:10]([N:12]([CH2:34][CH:35]([CH3:37])[CH3:36])[C@H:13]1[CH2:18][C@@H:17]([C:19]([N:21]2[CH2:26][CH2:25][O:24][CH2:23][CH2:22]2)=[O:20])[CH2:16][N:15]([C:27]([O:29][C:30]([CH3:33])([CH3:32])[CH3:31])=[O:28])[CH2:14]1)=[O:11].Br[CH2:39][CH2:40][C:41]1[CH:46]=[CH:45][CH:44]=[CH:43][CH:42]=1.C(=O)([O-])[O-].[Cs+].[Cs+], predict the reaction product. The product is: [CH3:36][CH:35]([CH3:37])[CH2:34][N:12]([C:10]([C:2]1[N:3]([CH2:39][CH2:40][C:41]2[CH:46]=[CH:45][CH:44]=[CH:43][CH:42]=2)[C:4]2[CH:9]=[CH:8][CH:7]=[CH:6][C:5]=2[N:1]=1)=[O:11])[C@H:13]1[CH2:18][C@@H:17]([C:19]([N:21]2[CH2:22][CH2:23][O:24][CH2:25][CH2:26]2)=[O:20])[CH2:16][N:15]([C:27]([O:29][C:30]([CH3:31])([CH3:32])[CH3:33])=[O:28])[CH2:14]1. (6) Given the reactants OCCCCC[CH2:7][CH2:8][CH2:9][CH2:10][CH2:11][CH2:12][S:13]([C:16]1[CH:17]=[C:18]2[C:23](=[C:24]([CH3:26])[CH:25]=1)[N:22]=[CH:21][C:20]([C:27]([NH2:29])=[O:28])=[C:19]2[NH:30][C:31]1[CH:36]=[CH:35][CH:34]=[C:33]([O:37][CH3:38])[CH:32]=1)(=[O:15])=[O:14].[Br:39]C1C=CC(SC2C=C3C(=C(C)C=2)N=CC(C(N)=O)=C3NC2C=CC=C(OC)C=2)=CC=1, predict the reaction product. The product is: [Br:39][C:9]1[CH:8]=[CH:7][C:12]([S:13]([C:16]2[CH:17]=[C:18]3[C:23](=[C:24]([CH3:26])[CH:25]=2)[N:22]=[CH:21][C:20]([C:27]([NH2:29])=[O:28])=[C:19]3[NH:30][C:31]2[CH:36]=[CH:35][CH:34]=[C:33]([O:37][CH3:38])[CH:32]=2)(=[O:15])=[O:14])=[CH:11][CH:10]=1. (7) Given the reactants [N+:1]([C:4]1[CH:5]=[C:6]([CH:32]=[CH:33][CH:34]=1)[C:7]([NH:9][CH:10]1[C:15]([Cl:16])=[CH:14][C:13]([C:17]([C:23]2[CH:28]=[CH:27][C:26]([Cl:29])=[CH:25][CH:24]=2)([OH:22])[C:18]([F:21])([F:20])[F:19])=[CH:12][C:11]1([Cl:31])F)=[O:8])([O-:3])=[O:2].[C:35](=O)([O-])[O-:36].[K+].[K+], predict the reaction product. The product is: [N+:1]([C:4]1[CH:5]=[C:6]([CH:32]=[CH:33][CH:34]=1)[C:7]([NH:9][CH:10]1[C:15]([Cl:16])=[CH:14][C:13]([C:17]([C:23]2[CH:28]=[CH:27][C:26]([Cl:29])=[CH:25][CH:24]=2)([OH:22])[C:18]([F:20])([F:21])[F:19])=[CH:12][C:11]1([Cl:31])[O:36][CH3:35])=[O:8])([O-:3])=[O:2].